This data is from Forward reaction prediction with 1.9M reactions from USPTO patents (1976-2016). The task is: Predict the product of the given reaction. (1) Given the reactants [CH:1]([O:3][C:4]1[CH:5]=[C:6]([CH2:14][O:15][Si:16]([CH:23]([CH3:25])[CH3:24])([CH:20]([CH3:22])[CH3:21])[CH:17]([CH3:19])[CH3:18])[CH:7]=[CH:8][C:9]=1[O:10][CH:11]([F:13])[F:12])=[CH2:2].Cl[CH2:27]I.C([Zn]CC)C, predict the reaction product. The product is: [CH:1]1([O:3][C:4]2[CH:5]=[C:6]([CH2:14][O:15][Si:16]([CH:17]([CH3:18])[CH3:19])([CH:23]([CH3:25])[CH3:24])[CH:20]([CH3:22])[CH3:21])[CH:7]=[CH:8][C:9]=2[O:10][CH:11]([F:12])[F:13])[CH2:27][CH2:2]1. (2) Given the reactants [Cl:1][C:2]1[S:6][C:5]([C:7]([CH3:15])([CH3:14])[C:8]([NH:10][CH:11]2[CH2:13][CH2:12]2)=O)=[CH:4][CH:3]=1.S(Cl)(Cl)=O.CN(C=O)C.[OH:25][C:26]1([C:29]([NH:31][NH2:32])=O)[CH2:28][CH2:27]1, predict the reaction product. The product is: [Cl:1][C:2]1[S:6][C:5]([C:7]([C:8]2[N:10]([CH:11]3[CH2:13][CH2:12]3)[C:29]([C:26]3([OH:25])[CH2:28][CH2:27]3)=[N:31][N:32]=2)([CH3:15])[CH3:14])=[CH:4][CH:3]=1. (3) Given the reactants Cl[C:2]1[N:3]=[C:4]([C:9]2[CH:14]=[CH:13][CH:12]=[C:11]([N+:15]([O-:17])=[O:16])[C:10]=2[CH3:18])[N:5]=[N:6][C:7]=1[NH2:8].[CH2:19]([S-:21])[CH3:20].[Na+].CO.C(Cl)Cl, predict the reaction product. The product is: [CH2:19]([S:21][C:2]1[N:3]=[C:4]([C:9]2[CH:14]=[CH:13][CH:12]=[C:11]([N+:15]([O-:17])=[O:16])[C:10]=2[CH3:18])[N:5]=[N:6][C:7]=1[NH2:8])[CH3:20]. (4) Given the reactants [S:1]1[CH:5]=[CH:4][CH:3]=[C:2]1[CH:6]=O.[CH3:8][O:9][CH2:10][CH2:11][NH2:12].[C:13]1(=[O:24])[O:19][C:17](=O)[C:16]2=[CH:20][CH:21]=[CH:22][CH:23]=[C:15]2[CH2:14]1.[NH2:25][C:26]1[CH:31]=[CH:30][CH:29]=[C:28]([CH3:32])[CH:27]=1, predict the reaction product. The product is: [CH3:8][O:9][CH2:10][CH2:11][N:12]1[CH:6]([C:2]2[S:1][CH:5]=[CH:4][CH:3]=2)[CH:14]([C:13]([NH:25][C:26]2[CH:27]=[C:28]([CH3:32])[CH:29]=[CH:30][CH:31]=2)=[O:24])[C:15]2[C:16](=[CH:20][CH:21]=[CH:22][CH:23]=2)[C:17]1=[O:19]. (5) Given the reactants [NH2:1][CH:2]1[N:8]=[C:7]([C:9]2[CH:14]=[CH:13][CH:12]=[CH:11][CH:10]=2)[C:6]2[CH:15]=[CH:16][CH:17]=[CH:18][C:5]=2[N:4]([CH2:19][C:20]([F:23])([F:22])[F:21])[C:3]1=[O:24].C(N(CC)CC)C.[NH:32]1[CH2:37][CH2:36][CH:35]([C:38]2[C:39](=[O:48])[NH:40][C:41]3[C:46]([CH:47]=2)=[CH:45][CH:44]=[CH:43][CH:42]=3)[CH2:34][CH2:33]1.[O:49]1CCC[CH2:50]1, predict the reaction product. The product is: [O:24]=[C:3]1[C@H:2]([NH:1][C:50]([N:32]2[CH2:33][CH2:34][CH:35]([C:38]3[C:39](=[O:48])[NH:40][C:41]4[C:46]([CH:47]=3)=[CH:45][CH:44]=[CH:43][CH:42]=4)[CH2:36][CH2:37]2)=[O:49])[N:8]=[C:7]([C:9]2[CH:10]=[CH:11][CH:12]=[CH:13][CH:14]=2)[C:6]2[CH:15]=[CH:16][CH:17]=[CH:18][C:5]=2[N:4]1[CH2:19][C:20]([F:21])([F:23])[F:22]. (6) The product is: [CH3:24][N:10]1[C:11]([CH2:12][CH2:13][C:14]2[CH:19]=[CH:18][C:17]([C:20]([F:23])([F:22])[F:21])=[CH:16][CH:15]=2)=[C:7]([B:29]2[O:33][C:32]([CH3:35])([CH3:34])[C:31]([CH3:37])([CH3:36])[O:30]2)[CH:8]=[N:9]1. Given the reactants C([Mg]Cl)(C)C.I[C:7]1[CH:8]=[N:9][N:10]([CH3:24])[C:11]=1[CH2:12][CH2:13][C:14]1[CH:19]=[CH:18][C:17]([C:20]([F:23])([F:22])[F:21])=[CH:16][CH:15]=1.C(O[B:29]1[O:33][C:32]([CH3:35])([CH3:34])[C:31]([CH3:37])([CH3:36])[O:30]1)(C)C, predict the reaction product. (7) Given the reactants [CH2:1]([O:5][CH:6]([O:8][NH:9][C:10]([CH2:12][CH2:13][CH2:14][CH2:15][CH2:16][CH2:17][C:18]([OH:20])=O)=[O:11])[CH3:7])[CH:2]([CH3:4])[CH3:3].C[Si](C)(C)[O:23][CH2:24][C:25]1[CH:30]=[CH:29][C:28]([NH2:31])=[CH:27][CH:26]=1.C1CN([P+](Br)(N2CCCC2)N2CCCC2)CC1.F[P-](F)(F)(F)(F)F.CCN(C(C)C)C(C)C, predict the reaction product. The product is: [CH2:1]([O:5][CH:6]([O:8][NH:9][C:10](=[O:11])[CH2:12][CH2:13][CH2:14][CH2:15][CH2:16][CH2:17][C:18]([NH:31][C:28]1[CH:29]=[CH:30][C:25]([CH2:24][OH:23])=[CH:26][CH:27]=1)=[O:20])[CH3:7])[CH:2]([CH3:3])[CH3:4].